From a dataset of Full USPTO retrosynthesis dataset with 1.9M reactions from patents (1976-2016). Predict the reactants needed to synthesize the given product. (1) Given the product [Cl:17][C:5]1[C:6]([C:8]2[N:12]3[CH:13]=[CH:14][CH:15]=[CH:16][C:11]3=[N:10][CH:9]=2)=[N:7][C:2]([NH:18][C:19]2[CH:24]=[CH:23][C:22]([N:25]3[CH2:30][CH2:29][N:28]([C:31](=[O:33])[CH3:32])[CH2:27][CH2:26]3)=[CH:21][C:20]=2[O:34][CH3:35])=[N:3][CH:4]=1, predict the reactants needed to synthesize it. The reactants are: Cl[C:2]1[N:7]=[C:6]([C:8]2[N:12]3[CH:13]=[CH:14][CH:15]=[CH:16][C:11]3=[N:10][CH:9]=2)[C:5]([Cl:17])=[CH:4][N:3]=1.[NH2:18][C:19]1[CH:24]=[CH:23][C:22]([N:25]2[CH2:30][CH2:29][N:28]([C:31](=[O:33])[CH3:32])[CH2:27][CH2:26]2)=[CH:21][C:20]=1[O:34][CH3:35].O.C1(C)C=CC(S(O)(=O)=O)=CC=1.C(=O)([O-])[O-].[K+].[K+]. (2) Given the product [CH3:1][O:2][C:3]1[CH:25]=[CH:24][C:6]2[C:7]([CH2:18][CH2:19][CH2:20][CH2:21][CH2:22][OH:23])=[C:8]([C:12]3[CH:13]=[N:14][CH:15]=[CH:16][CH:17]=3)[CH2:9][CH2:10][CH2:11][C:5]=2[CH:4]=1, predict the reactants needed to synthesize it. The reactants are: [CH3:1][O:2][C:3]1[CH:25]=[CH:24][C:6]2[C:7]([C:18]#[C:19][CH2:20][CH2:21][CH2:22][OH:23])=[C:8]([C:12]3[CH:13]=[N:14][CH:15]=[CH:16][CH:17]=3)[CH2:9][CH2:10][CH2:11][C:5]=2[CH:4]=1.